From a dataset of NCI-60 drug combinations with 297,098 pairs across 59 cell lines. Regression. Given two drug SMILES strings and cell line genomic features, predict the synergy score measuring deviation from expected non-interaction effect. (1) Drug 1: C1C(C(OC1N2C=C(C(=O)NC2=O)F)CO)O. Drug 2: C1=CC=C(C=C1)NC(=O)CCCCCCC(=O)NO. Cell line: UACC62. Synergy scores: CSS=44.0, Synergy_ZIP=-4.70, Synergy_Bliss=-2.21, Synergy_Loewe=2.12, Synergy_HSA=2.40. (2) Drug 1: CC12CCC(CC1=CCC3C2CCC4(C3CC=C4C5=CN=CC=C5)C)O. Drug 2: C1=CN(C(=O)N=C1N)C2C(C(C(O2)CO)O)O.Cl. Cell line: SF-268. Synergy scores: CSS=18.0, Synergy_ZIP=-3.66, Synergy_Bliss=4.49, Synergy_Loewe=-25.5, Synergy_HSA=3.49. (3) Drug 1: CN(C)C1=NC(=NC(=N1)N(C)C)N(C)C. Drug 2: C1=CC(=CC=C1CC(C(=O)O)N)N(CCCl)CCCl.Cl. Cell line: SN12C. Synergy scores: CSS=21.4, Synergy_ZIP=-3.39, Synergy_Bliss=9.00, Synergy_Loewe=-9.55, Synergy_HSA=7.34. (4) Drug 1: C1CCC(CC1)NC(=O)N(CCCl)N=O. Drug 2: C1=CC(=CC=C1C#N)C(C2=CC=C(C=C2)C#N)N3C=NC=N3. Cell line: NCI-H226. Synergy scores: CSS=14.4, Synergy_ZIP=-5.50, Synergy_Bliss=-0.0753, Synergy_Loewe=-1.81, Synergy_HSA=0.0293.